From a dataset of Full USPTO retrosynthesis dataset with 1.9M reactions from patents (1976-2016). Predict the reactants needed to synthesize the given product. Given the product [CH2:18]([NH:17][C:15]1[C:14]([C:21]([O:23][CH2:24][CH3:25])=[O:22])=[CH:13][N:12]=[C:11]([NH:10][C:8]([NH:26][C:27]2[CH:32]=[CH:31][N:30]=[CH:29][CH:28]=2)=[O:9])[N:16]=1)[CH2:19][CH3:20], predict the reactants needed to synthesize it. The reactants are: O([C:8]([NH:10][C:11]1[N:16]=[C:15]([NH:17][CH2:18][CH2:19][CH3:20])[C:14]([C:21]([O:23][CH2:24][CH3:25])=[O:22])=[CH:13][N:12]=1)=[O:9])C1C=CC=CC=1.[NH2:26][C:27]1[CH:32]=[CH:31][N:30]=[CH:29][CH:28]=1.CN(C)C=O.